Dataset: Full USPTO retrosynthesis dataset with 1.9M reactions from patents (1976-2016). Task: Predict the reactants needed to synthesize the given product. (1) Given the product [CH3:8][C:3]1[CH:4]=[CH:5][C:6]([OH:7])=[C:1]([C:10]([CH3:11])([CH3:9])[CH2:12][C:13]([CH3:16])([CH3:15])[CH3:14])[CH:2]=1, predict the reactants needed to synthesize it. The reactants are: [CH:1]1[C:6]([OH:7])=[CH:5][CH:4]=[C:3]([CH3:8])[CH:2]=1.[CH3:9][C:10]([CH2:12][C:13]([CH3:16])([CH3:15])[CH3:14])=[CH2:11].B(F)(F)F.CCOCC. (2) Given the product [N:1]1[CH:6]=[CH:5][C:4]([CH2:7][CH2:8][CH2:9][OH:10])=[CH:3][CH:2]=1.[C:11]([O-:16])(=[O:15])[C:12]([CH3:14])=[CH2:13], predict the reactants needed to synthesize it. The reactants are: [N:1]1[CH:6]=[CH:5][C:4]([CH2:7][CH2:8][CH2:9][OH:10])=[CH:3][CH:2]=1.[C:11]([OH:16])(=[O:15])[C:12]([CH3:14])=[CH2:13].N1(C2C=CN=CC=2)CCCC1.C1(N=C=NC2CCCCC2)CCCCC1. (3) Given the product [Cl:5][C:6]1[CH:12]=[CH:11][C:9]([OH:19])=[C:8]([C:13]([F:16])([F:15])[F:14])[CH:7]=1, predict the reactants needed to synthesize it. The reactants are: N([O-])=O.[Na+].[Cl:5][C:6]1[CH:12]=[CH:11][C:9](N)=[C:8]([C:13]([F:16])([F:15])[F:14])[CH:7]=1.NC(N)=[O:19]. (4) Given the product [Cl:1][C:2]1[CH:3]=[CH:4][C:5]([N:10]2[CH2:20][CH2:19][C:13]3[N:14]=[CH:15][N:16]=[C:17]([NH:21][C@@H:22]([C:25]4[CH:26]=[N:27][C:28]([O:31][CH3:32])=[CH:29][CH:30]=4)[CH2:23][OH:24])[C:12]=3[CH2:11]2)=[C:6]([CH:9]=1)[C:7]#[N:8], predict the reactants needed to synthesize it. The reactants are: [Cl:1][C:2]1[CH:3]=[CH:4][C:5]([N:10]2[CH2:20][CH2:19][C:13]3[N:14]=[CH:15][N:16]=[C:17](Cl)[C:12]=3[CH2:11]2)=[C:6]([CH:9]=1)[C:7]#[N:8].[NH2:21][C@@H:22]([C:25]1[CH:26]=[N:27][C:28]([O:31][CH3:32])=[CH:29][CH:30]=1)[CH2:23][OH:24].C(N(CC)C(C)C)(C)C. (5) Given the product [CH2:9]([NH:45][C@H:9]([C@@H:10](/[CH:11]=[CH:12]/[CH2:13][CH2:14][CH2:15][CH2:16][CH2:17][CH2:18][CH2:19][CH2:20][CH2:21][CH2:22][CH2:23][CH2:24][CH3:25])[OH:8])[CH2:5][OH:6])[CH2:10][CH2:11][CH2:12][CH2:13][CH2:14][CH2:15][CH2:16][CH2:17][CH2:18][CH2:19][CH2:20][CH2:21][CH2:22][CH2:23][CH2:24][CH2:25][CH3:26], predict the reactants needed to synthesize it. The reactants are: C(Cl)(Cl)Cl.[CH3:5][OH:6].[NH4+].[OH-:8].[CH2:9]([N+:45]([O-])=O)[CH2:10][CH2:11][CH2:12][CH2:13][CH2:14][CH2:15][CH2:16][CH2:17][CH2:18][CH2:19][CH2:20][CH2:21][CH2:22][CH2:23][CH2:24][CH2:25][CH2:26]CCCCCCCCCCCCCCCCCC. (6) Given the product [CH2:1]([O:3][C:4](=[O:22])[C:5]([CH3:21])([O:14][C:15]1[CH:20]=[CH:19][CH:18]=[CH:17][CH:16]=1)[CH2:6][C:7]1[CH:12]=[CH:11][C:10]([O:13][CH2:41][CH2:40][C:25]2[N:26]=[C:27]([C:29]3[CH:34]=[CH:33][CH:32]=[C:31]([C:35]4[S:36][CH:37]=[CH:38][CH:39]=4)[CH:30]=3)[O:28][C:24]=2[CH3:23])=[CH:9][CH:8]=1)[CH3:2], predict the reactants needed to synthesize it. The reactants are: [CH2:1]([O:3][C:4](=[O:22])[C:5]([CH3:21])([O:14][C:15]1[CH:20]=[CH:19][CH:18]=[CH:17][CH:16]=1)[CH2:6][C:7]1[CH:12]=[CH:11][C:10]([OH:13])=[CH:9][CH:8]=1)[CH3:2].[CH3:23][C:24]1[O:28][C:27]([C:29]2[CH:34]=[CH:33][CH:32]=[C:31]([C:35]3[S:36][CH:37]=[CH:38][CH:39]=3)[CH:30]=2)=[N:26][C:25]=1[CH2:40][CH2:41]OS(C1C=CC(C)=CC=1)(=O)=O.C([O-])([O-])=O.[Cs+].[Cs+].